From a dataset of Catalyst prediction with 721,799 reactions and 888 catalyst types from USPTO. Predict which catalyst facilitates the given reaction. (1) Reactant: [CH2:1]([NH:8][C:9]1[CH2:13][O:12][C:11](=[O:14])[CH:10]=1)[C:2]1[CH:7]=[CH:6][CH:5]=[CH:4][CH:3]=1.[OH-].[Na+].[Cl:17][C:18]1[S:19][C:20]([CH2:23]Cl)=[CH:21][N:22]=1. Product: [CH2:1]([N:8]([CH2:23][C:20]1[S:19][C:18]([Cl:17])=[N:22][CH:21]=1)[C:9]1[CH2:13][O:12][C:11](=[O:14])[CH:10]=1)[C:2]1[CH:3]=[CH:4][CH:5]=[CH:6][CH:7]=1. The catalyst class is: 216. (2) Reactant: [C:1]([CH2:9][C:10]([O:12][CH2:13][CH3:14])=[O:11])(=O)[C:2]1[CH:7]=[CH:6][CH:5]=[CH:4][CH:3]=1.C([O-])=O.[NH4+:18]. Product: [NH2:18][C:1]([C:2]1[CH:7]=[CH:6][CH:5]=[CH:4][CH:3]=1)=[CH:9][C:10]([O:12][CH2:13][CH3:14])=[O:11]. The catalyst class is: 5. (3) Reactant: [CH3:1][C:2]1([CH3:10])[CH2:7][C:6](=[O:8])[CH2:5][C:4](=[O:9])[CH2:3]1.C(NC1C=CC(S([N:24]=[N+:25]=[N-])(=O)=O)=CC=1)(=O)C.C([O-])([O-])=O.[K+].[K+]. Product: [N+:24](=[C:5]1[C:6](=[O:8])[CH2:7][C:2]([CH3:10])([CH3:1])[CH2:3][C:4]1=[O:9])=[N-:25]. The catalyst class is: 10. (4) Reactant: [F:1][C:2]1[CH:3]=[C:4]([N:8]2[C@@:12]3([CH2:17][CH2:16][N:15](C(OCC4C=CC=CC=4)=O)[C@@H:14]([CH3:28])[CH2:13]3)[CH:11]([OH:29])[CH2:10][S:9]2(=[O:31])=[O:30])[CH:5]=[CH:6][CH:7]=1. Product: [F:1][C:2]1[CH:3]=[C:4]([N:8]2[C@@:12]3([CH2:17][CH2:16][NH:15][C@@H:14]([CH3:28])[CH2:13]3)[CH:11]([OH:29])[CH2:10][S:9]2(=[O:31])=[O:30])[CH:5]=[CH:6][CH:7]=1. The catalyst class is: 63. (5) Reactant: [CH3:1][O:2][C:3]1[CH:4]=[C:5]2[O:9][C:8]([C:10]3[N:11]=[C:12]4[N:16]([CH:17]=3)[N:15]=[C:14]([O:18][CH3:19])[S:13]4)=[CH:7][C:6]2=[C:20]([OH:22])[CH:21]=1.[O:23]1[C:27]([C:28]2[S:29][CH:30]=[C:31]([CH2:33]O)[N:32]=2)=[CH:26][CH:25]=[N:24]1.C(P(CCCC)CCCC)CCC.N(C(N1CCCCC1)=O)=NC(N1CCCCC1)=O. Product: [CH3:1][O:2][C:3]1[CH:21]=[C:20]([O:22][CH2:33][C:31]2[N:32]=[C:28]([C:27]3[O:23][N:24]=[CH:25][CH:26]=3)[S:29][CH:30]=2)[C:6]2[CH:7]=[C:8]([C:10]3[N:11]=[C:12]4[N:16]([CH:17]=3)[N:15]=[C:14]([O:18][CH3:19])[S:13]4)[O:9][C:5]=2[CH:4]=1. The catalyst class is: 1. (6) Reactant: [CH3:1][C:2]1[CH:3]=[C:4]([C:19]2[S:23][C:22]([CH:24]=O)=[N:21][CH:20]=2)[CH:5]=[C:6]([NH:8][C:9]2[N:14]=[C:13]([C:15]([F:18])([F:17])[F:16])[CH:12]=[CH:11][N:10]=2)[CH:7]=1.[NH2:26][CH2:27][CH:28]1[NH:32][C:31](=[O:33])[CH2:30][CH2:29]1.CN(C=O)C.C([BH3-])#N.[Na+]. Product: [CH3:1][C:2]1[CH:3]=[C:4]([C:19]2[S:23][C:22]([CH2:24][NH:26][CH2:27][CH:28]3[NH:32][C:31](=[O:33])[CH2:30][CH2:29]3)=[N:21][CH:20]=2)[CH:5]=[C:6]([NH:8][C:9]2[N:14]=[C:13]([C:15]([F:17])([F:16])[F:18])[CH:12]=[CH:11][N:10]=2)[CH:7]=1. The catalyst class is: 15. (7) Reactant: [CH2:1]([N:8]([CH2:22][C:23]1[CH:28]=[CH:27][CH:26]=[CH:25][CH:24]=1)[C:9]1[CH:10]=[C:11]([C:15]([CH3:21])=[CH:16][C:17]([O:19]C)=[O:18])[CH:12]=[CH:13][CH:14]=1)[C:2]1[CH:7]=[CH:6][CH:5]=[CH:4][CH:3]=1.[OH-].[Na+]. Product: [CH2:22]([N:8]([CH2:1][C:2]1[CH:3]=[CH:4][CH:5]=[CH:6][CH:7]=1)[C:9]1[CH:10]=[C:11]([C:15]([CH3:21])=[CH:16][C:17]([OH:19])=[O:18])[CH:12]=[CH:13][CH:14]=1)[C:23]1[CH:24]=[CH:25][CH:26]=[CH:27][CH:28]=1. The catalyst class is: 36. (8) Reactant: Cl[C:2]1[C:11]2[C:6](=[CH:7][C:8]([O:14][CH3:15])=[C:9]([O:12][CH3:13])[CH:10]=2)[N:5]=[CH:4][CH:3]=1.[C:16]([O:25][CH2:26][CH2:27]/[CH:28]=[CH:29]\[CH2:30][CH3:31])(=[O:24])[C:17]1[C:18](=[CH:20][CH:21]=[CH:22][CH:23]=1)[OH:19]. Product: [CH3:13][O:12][C:9]1[CH:10]=[C:11]2[C:6](=[CH:7][C:8]=1[O:14][CH3:15])[N:5]=[CH:4][CH:3]=[C:2]2[O:19][C:18]1[CH:20]=[CH:21][CH:22]=[CH:23][C:17]=1[C:16]([O:25][CH2:26][CH2:27]/[CH:28]=[CH:29]\[CH2:30][CH3:31])=[O:24]. The catalyst class is: 420.